Predict the product of the given reaction. From a dataset of Forward reaction prediction with 1.9M reactions from USPTO patents (1976-2016). (1) Given the reactants Cl[C:2]1[N:6]([CH2:7][C:8]([O:10][CH:11]([CH3:13])[CH3:12])=[O:9])[C:5]2[C:14]([CH:19]([CH2:22][CH3:23])[CH2:20][CH3:21])=[CH:15][CH:16]=[C:17]([Cl:18])[C:4]=2[N:3]=1.[Cl:24][C:25]1[CH:31]=[C:30]([Cl:32])[CH:29]=[CH:28][C:26]=1[NH2:27].C(=O)([O-])O.[Na+], predict the reaction product. The product is: [Cl:18][C:17]1[C:4]2[N:3]=[C:2]([NH:27][C:26]3[CH:28]=[CH:29][C:30]([Cl:32])=[CH:31][C:25]=3[Cl:24])[N:6]([CH2:7][C:8]([O:10][CH:11]([CH3:13])[CH3:12])=[O:9])[C:5]=2[C:14]([CH:19]([CH2:22][CH3:23])[CH2:20][CH3:21])=[CH:15][CH:16]=1. (2) Given the reactants Cl[C:2]1[CH:3]=[CH:4][C:5]2[N:6]([C:8]([C:11]([F:14])([F:13])[F:12])=[N:9][N:10]=2)[N:7]=1.CCN(C(C)C)C(C)C.[F:24][C:25]1[CH:30]=[CH:29][C:28]([C:31]([N:34]2[CH2:39][CH2:38][NH:37][CH2:36][CH2:35]2)([CH3:33])[CH3:32])=[CH:27][CH:26]=1, predict the reaction product. The product is: [F:24][C:25]1[CH:30]=[CH:29][C:28]([C:31]([N:34]2[CH2:35][CH2:36][N:37]([C:2]3[CH:3]=[CH:4][C:5]4[N:6]([C:8]([C:11]([F:14])([F:13])[F:12])=[N:9][N:10]=4)[N:7]=3)[CH2:38][CH2:39]2)([CH3:33])[CH3:32])=[CH:27][CH:26]=1.